The task is: Predict the product of the given reaction.. This data is from Forward reaction prediction with 1.9M reactions from USPTO patents (1976-2016). (1) Given the reactants [CH3:1][O:2][C:3]1[CH:4]=[C:5]([NH:16][C:17]2[N:22]=[CH:21][C:20]([O:23][CH2:24][C:25]3[C:30]([F:31])=[C:29]([F:32])[CH:28]=[C:27]([F:33])[C:26]=3[F:34])=[CH:19][N:18]=2)[CH:6]=[CH:7][C:8]=1[N:9]1[CH2:14][CH2:13][N:12]([CH3:15])[CH2:11][CH2:10]1.ClC1C=CC=C(C(OO)=[O:43])C=1.S([O-])([O-])(=O)=S.[Na+].[Na+], predict the reaction product. The product is: [CH3:1][O:2][C:3]1[CH:4]=[C:5]([NH:16][C:17]2[N:18]=[CH:19][C:20]([O:23][CH2:24][C:25]3[C:30]([F:31])=[C:29]([F:32])[CH:28]=[C:27]([F:33])[C:26]=3[F:34])=[CH:21][N:22]=2)[CH:6]=[CH:7][C:8]=1[N:9]1[CH2:10][CH2:11][N+:12]([CH3:15])([O-:43])[CH2:13][CH2:14]1. (2) Given the reactants [Br:1][C:2]1[CH:7]=[CH:6][CH:5]=[C:4]([CH2:8]Br)[C:3]=1[O:10][CH3:11].[C:12]([NH2:23])(=[O:22])[C:13]1[C:14](=[CH:18][CH:19]=[CH:20][CH:21]=1)[C:15](N)=[O:16].[K], predict the reaction product. The product is: [Br:1][C:2]1[C:3]([O:10][CH3:11])=[C:4]([CH2:8][N:23]2[C:12](=[O:22])[C:13]3[C:14](=[CH:18][CH:19]=[CH:20][CH:21]=3)[C:15]2=[O:16])[CH:5]=[CH:6][CH:7]=1. (3) Given the reactants [OH:1][C@@H:2]1[CH2:5][C@H:4]([CH:6]([NH:8][C:9]([C:11]2[C:19]3[C:14](=[N:15][CH:16]=[C:17]([C:20]4[C:28]5[C:23](=[CH:24][C:25]([F:29])=[CH:26][CH:27]=5)[N:22]([CH3:30])[N:21]=4)[N:18]=3)[N:13]([CH2:31][O:32][CH2:33][CH2:34][Si:35]([CH3:38])([CH3:37])[CH3:36])[CH:12]=2)=[O:10])[CH3:7])[CH2:3]1.C(N(CC)CC)C.[CH3:46][S:47](Cl)(=[O:49])=[O:48], predict the reaction product. The product is: [F:29][C:25]1[CH:24]=[C:23]2[C:28]([C:20]([C:17]3[N:18]=[C:19]4[C:11]([C:9]([NH:8][CH:6]([C@@H:4]5[CH2:3][C@H:2]([O:1][S:47]([CH3:46])(=[O:49])=[O:48])[CH2:5]5)[CH3:7])=[O:10])=[CH:12][N:13]([CH2:31][O:32][CH2:33][CH2:34][Si:35]([CH3:37])([CH3:36])[CH3:38])[C:14]4=[N:15][CH:16]=3)=[N:21][N:22]2[CH3:30])=[CH:27][CH:26]=1. (4) Given the reactants [F:1][C:2]([F:23])([F:22])[O:3][C:4]1[CH:9]=[CH:8][C:7]([N:10]2[C:14]([CH2:15][CH2:16][CH:17]=O)=[CH:13][C:12]([CH2:19][CH2:20][CH3:21])=[N:11]2)=[CH:6][CH:5]=1.[F:24][C:25]1[CH:30]=[CH:29][CH:28]=[CH:27][C:26]=1[N:31]1[CH2:36][CH2:35][NH:34][CH2:33][CH2:32]1.[BH-](OC(C)=O)(OC(C)=O)OC(C)=O.[Na+], predict the reaction product. The product is: [F:24][C:25]1[CH:30]=[CH:29][CH:28]=[CH:27][C:26]=1[N:31]1[CH2:36][CH2:35][N:34]([CH2:17][CH2:16][CH2:15][C:14]2[N:10]([C:7]3[CH:8]=[CH:9][C:4]([O:3][C:2]([F:23])([F:22])[F:1])=[CH:5][CH:6]=3)[N:11]=[C:12]([CH2:19][CH2:20][CH3:21])[CH:13]=2)[CH2:33][CH2:32]1. (5) Given the reactants [H-].[Na+].[Br:3][C:4]1[N:5]=[C:6]([O:12][CH3:13])[C:7]([NH2:11])=[N:8][C:9]=1[CH3:10].[Cl:14][C:15]1[C:20]([Cl:21])=[CH:19][CH:18]=[CH:17][C:16]=1[S:22](Cl)(=[O:24])=[O:23].ClCCl.C(O)(=O)C, predict the reaction product. The product is: [Br:3][C:4]1[N:5]=[C:6]([O:12][CH3:13])[C:7]([NH:11][S:22]([C:16]2[CH:17]=[CH:18][CH:19]=[C:20]([Cl:21])[C:15]=2[Cl:14])(=[O:24])=[O:23])=[N:8][C:9]=1[CH3:10]. (6) Given the reactants COC1[CH:21]=[CH:20][C:6]([CH2:7][N:8]2[C:12]([C:13](O)=O)=[CH:11][C:10]([C:16]([F:19])([F:18])[F:17])=[N:9]2)=CC=1.C[N:23](C=O)C.S(Cl)(Cl)=O.N, predict the reaction product. The product is: [CH:6]1([CH2:7][N:8]2[C:12]([CH2:13][NH2:23])=[CH:11][C:10]([C:16]([F:17])([F:18])[F:19])=[N:9]2)[CH2:20][CH2:21]1. (7) Given the reactants [CH:1]1([NH2:8])[CH2:7][CH2:6][CH2:5][CH2:4][CH2:3][CH2:2]1.[CH3:9][C:10]([OH:49])([C:12]1[CH:13]=[CH:14][CH:15]=[CH:16][C:17]=1[CH2:18][CH2:19][C@@H:20]([S:40][CH2:41][C:42]1([CH2:45][C:46]([OH:48])=[O:47])[CH2:44][CH2:43]1)[C:21]1[CH:22]=[CH:23][CH:24]=[C:25](/[CH:27]=[CH:28]/[C:29]2[CH:30]=[CH:31][C:32]3[CH:33]=[CH:34][C:35]([Cl:39])=[CH:36][C:37]=3[N:38]=2)[CH:26]=1)[CH3:11], predict the reaction product. The product is: [CH3:11][C:10]([OH:49])([C:12]1[CH:13]=[CH:14][CH:15]=[CH:16][C:17]=1[CH2:18][CH2:19][C@@H:20]([S:40][CH2:41][C:42]1([CH2:45][C:46]([OH:48])=[O:47])[CH2:43][CH2:44]1)[C:21]1[CH:22]=[CH:23][CH:24]=[C:25](/[CH:27]=[CH:28]/[C:29]2[CH:30]=[CH:31][C:32]3[CH:33]=[CH:34][C:35]([Cl:39])=[CH:36][C:37]=3[N:38]=2)[CH:26]=1)[CH3:9].[CH:1]1([NH2:8])[CH2:7][CH2:6][CH2:5][CH2:4][CH2:3][CH2:2]1.